From a dataset of Reaction yield outcomes from USPTO patents with 853,638 reactions. Predict the reaction yield, written as a fraction of the theoretical maximum amount of product (1.0 means a 100% yield; for example, 0.34 means a 34% yield). The reactants are [BH4-].[Na+].[CH3:3][O:4][C:5]1[C:10]([CH:11]=[O:12])=[C:9]([CH3:13])[CH:8]=[CH:7][N:6]=1.O. The catalyst is C1COCC1.CO. The product is [CH3:3][O:4][C:5]1[C:10]([CH2:11][OH:12])=[C:9]([CH3:13])[CH:8]=[CH:7][N:6]=1. The yield is 0.850.